Dataset: Full USPTO retrosynthesis dataset with 1.9M reactions from patents (1976-2016). Task: Predict the reactants needed to synthesize the given product. Given the product [Si:1]([O:8][C@H:9]1[CH2:10][C@H:11]([N:23]2[C:27]3[N:28]=[CH:29][N:30]=[C:31]([NH:32][C@@H:33]4[C:41]5[C:36](=[CH:37][CH:38]=[CH:39][CH:40]=5)[CH2:35][CH2:34]4)[C:26]=3[CH:25]=[CH:24]2)[CH2:12][C@H:13]1[CH2:14][OH:15])([C:4]([CH3:7])([CH3:6])[CH3:5])([CH3:3])[CH3:2], predict the reactants needed to synthesize it. The reactants are: [Si:1]([O:8][C@@H:9]1[C@H:13]([CH2:14][O:15][Si](C(C)(C)C)(C)C)[CH2:12][C@@H:11]([N:23]2[C:27]3[N:28]=[CH:29][N:30]=[C:31]([NH:32][C@@H:33]4[C:41]5[C:36](=[CH:37][CH:38]=[CH:39][CH:40]=5)[CH2:35][CH2:34]4)[C:26]=3[CH:25]=[CH:24]2)[CH2:10]1)([C:4]([CH3:7])([CH3:6])[CH3:5])([CH3:3])[CH3:2].O.C(O)(=O)C.